Dataset: Catalyst prediction with 721,799 reactions and 888 catalyst types from USPTO. Task: Predict which catalyst facilitates the given reaction. Reactant: [Cl:1][C:2]1[CH:11]=[C:10]2[C:5]([C:6](=[O:22])[C:7]([CH3:21])=[C:8]([C:18](O)=[O:19])[N:9]2[C:12]2[CH:17]=[CH:16][CH:15]=[CH:14][CH:13]=2)=[CH:4][CH:3]=1.F[P-](F)(F)(F)(F)F.Br[P+](N1CCCC1)(N1CCCC1)[N:32]1[CH2:36]CC[CH2:33]1.C(N(CC)C(C)C)(C)C.CNC. Product: [CH3:33][N:32]([CH3:36])[C:18]([C:8]1[N:9]([C:12]2[CH:17]=[CH:16][CH:15]=[CH:14][CH:13]=2)[C:10]2[C:5]([C:6](=[O:22])[C:7]=1[CH3:21])=[CH:4][CH:3]=[C:2]([Cl:1])[CH:11]=2)=[O:19]. The catalyst class is: 3.